Predict the reaction yield, written as a fraction of the theoretical maximum amount of product (1.0 means a 100% yield; for example, 0.34 means a 34% yield). From a dataset of Reaction yield outcomes from USPTO patents with 853,638 reactions. (1) The reactants are [C:1]1([C:7]2[NH:11][CH:10]=[C:9]([CH:12]=[O:13])[CH:8]=2)[CH:6]=[CH:5][CH:4]=[CH:3][CH:2]=1.[H-].[Na+].C1OCCOCCOCCOCCOC1.[S:31]1[C:35]2[CH:36]=[C:37]([S:40](Cl)(=[O:42])=[O:41])[CH:38]=[CH:39][C:34]=2[N:33]=[CH:32]1. No catalyst specified. The product is [S:31]1[C:35]2[CH:36]=[C:37]([S:40]([N:11]3[C:7]([C:1]4[CH:6]=[CH:5][CH:4]=[CH:3][CH:2]=4)=[CH:8][C:9]([CH:12]=[O:13])=[CH:10]3)(=[O:41])=[O:42])[CH:38]=[CH:39][C:34]=2[N:33]=[CH:32]1. The yield is 0.850. (2) The reactants are O[CH2:2][CH2:3][N:4]([CH:35]([CH3:37])[CH3:36])[C:5]([C:7]1[C:12]([O:13][CH2:14][C:15]2[CH:20]=[CH:19][CH:18]=[CH:17][CH:16]=2)=[C:11]([OH:21])[N:10]=[C:9]([CH2:22][C:23]2([C:28]3[CH:33]=[CH:32][C:31]([Cl:34])=[CH:30][CH:29]=3)[CH2:27][CH2:26][CH2:25][CH2:24]2)[N:8]=1)=[O:6].C(OC1C(=O)N=C(CC2C=CC=CC=2C2C=CC=CC=2)N2CCN(C)C(=O)C=12)C1C=CC=CC=1. No catalyst specified. The product is [CH2:14]([O:13][C:12]1[C:11](=[O:21])[N:10]=[C:9]([CH2:22][C:23]2([C:28]3[CH:33]=[CH:32][C:31]([Cl:34])=[CH:30][CH:29]=3)[CH2:27][CH2:26][CH2:25][CH2:24]2)[N:8]2[CH2:2][CH2:3][N:4]([CH:35]([CH3:37])[CH3:36])[C:5](=[O:6])[C:7]=12)[C:15]1[CH:16]=[CH:17][CH:18]=[CH:19][CH:20]=1. The yield is 0.465. (3) The reactants are [C:1]([O:5][C:6](=[O:18])[NH:7][CH2:8][C:9]1[S:10][CH:11]=[C:12]([Sn](C)(C)C)[N:13]=1)([CH3:4])([CH3:3])[CH3:2].Cl.I[C:21]1[CH:22]=[C:23]2[C:28](=[CH:29][CH:30]=1)[N:27]=[CH:26][N:25]=[C:24]2[NH:31][C:32]1[CH:37]=[CH:36][C:35]([O:38][C:39]2[CH:40]=[N:41][C:42]([CH3:45])=[CH:43][CH:44]=2)=[C:34]([CH3:46])[CH:33]=1.CCN(C(C)C)C(C)C.CCOC(C)=O.CO. The catalyst is CN(C=O)C.Cl[Pd](Cl)([P](C1C=CC=CC=1)(C1C=CC=CC=1)C1C=CC=CC=1)[P](C1C=CC=CC=1)(C1C=CC=CC=1)C1C=CC=CC=1. The product is [C:1]([O:5][C:6](=[O:18])[NH:7][CH2:8][C:9]1[S:10][CH:11]=[C:12]([C:21]2[CH:22]=[C:23]3[C:28](=[CH:29][CH:30]=2)[N:27]=[CH:26][N:25]=[C:24]3[NH:31][C:32]2[CH:37]=[CH:36][C:35]([O:38][C:39]3[CH:40]=[N:41][C:42]([CH3:45])=[CH:43][CH:44]=3)=[C:34]([CH3:46])[CH:33]=2)[N:13]=1)([CH3:4])([CH3:3])[CH3:2]. The yield is 0.280.